This data is from Peptide-MHC class II binding affinity with 134,281 pairs from IEDB. The task is: Regression. Given a peptide amino acid sequence and an MHC pseudo amino acid sequence, predict their binding affinity value. This is MHC class II binding data. (1) The peptide sequence is QRPLVTIKIGGQLKE. The MHC is DRB3_0202 with pseudo-sequence DRB3_0202. The binding affinity (normalized) is 0.278. (2) The peptide sequence is KNTIVIPKGDFLTGP. The MHC is HLA-DQA10102-DQB10602 with pseudo-sequence HLA-DQA10102-DQB10602. The binding affinity (normalized) is 0.1000.